Task: Predict the product of the given reaction.. Dataset: Forward reaction prediction with 1.9M reactions from USPTO patents (1976-2016) (1) Given the reactants [CH:1]([C:4]1[CH:9]=[CH:8][C:7]([S:10]([N:13]2[C:21]3[C:16](=[CH:17][CH:18]=[CH:19][CH:20]=3)[C:15]([CH2:22]Cl)=[CH:14]2)(=[O:12])=[O:11])=[CH:6][CH:5]=1)([CH3:3])[CH3:2].[NH:24]1[CH2:30][CH2:29][CH2:28][NH:27][CH2:26][CH2:25]1, predict the reaction product. The product is: [CH:1]([C:4]1[CH:9]=[CH:8][C:7]([S:10]([N:13]2[C:21]3[C:16](=[CH:17][CH:18]=[CH:19][CH:20]=3)[C:15]([CH2:22][N:24]3[CH2:30][CH2:29][CH2:28][NH:27][CH2:26][CH2:25]3)=[CH:14]2)(=[O:12])=[O:11])=[CH:6][CH:5]=1)([CH3:3])[CH3:2]. (2) Given the reactants [Li+].CC([N-]C(C)C)C.[O:9]1[CH2:14][CH2:13][C:12](=O)[CH2:11][CH2:10]1.[F:16][C:17]([F:36])([F:35])[S:18](N(C1C=CC=CC=1)[S:18]([C:17]([F:36])([F:35])[F:16])(=[O:20])=[O:19])(=[O:20])=[O:19], predict the reaction product. The product is: [F:16][C:17]([F:36])([F:35])[S:18]([C:12]1[CH2:11][CH2:10][O:9][CH2:14][CH:13]=1)(=[O:20])=[O:19].